Dataset: Full USPTO retrosynthesis dataset with 1.9M reactions from patents (1976-2016). Task: Predict the reactants needed to synthesize the given product. (1) Given the product [CH2:22]([O:26][C:27]1[CH:28]=[C:29]([CH:39]=[CH:40][CH:41]=1)[O:30][C:31]1[CH:37]=[CH:36][C:34]([NH:35][C:19]2[C:20]3[N:12]([CH2:11][CH2:10][OH:9])[CH:13]=[CH:14][C:15]=3[N:16]=[CH:17][N:18]=2)=[CH:33][C:32]=1[CH3:38])[CH:23]([CH3:25])[CH3:24], predict the reactants needed to synthesize it. The reactants are: C([O:9][CH2:10][CH2:11][N:12]1[C:20]2[C:19](Cl)=[N:18][CH:17]=[N:16][C:15]=2[CH:14]=[CH:13]1)(=O)C1C=CC=CC=1.[CH2:22]([O:26][C:27]1[CH:28]=[C:29]([CH:39]=[CH:40][CH:41]=1)[O:30][C:31]1[CH:37]=[CH:36][C:34]([NH2:35])=[CH:33][C:32]=1[CH3:38])[CH:23]([CH3:25])[CH3:24].[OH-].[Na+]. (2) The reactants are: [F:1][C:2]1[C:13]([F:14])=[C:12]([F:15])[CH:11]=[CH:10][C:3]=1[NH:4][C@H:5]([CH3:9])[C:6]([OH:8])=[O:7].Cl.[CH2:17](O)[CH3:18]. Given the product [F:1][C:2]1[C:13]([F:14])=[C:12]([F:15])[CH:11]=[CH:10][C:3]=1[NH:4][C@H:5]([CH3:9])[C:6]([O:8][CH2:17][CH3:18])=[O:7], predict the reactants needed to synthesize it. (3) Given the product [Cl:32][C:20]1[CH:21]=[CH:22][C:23]([C:25](=[O:31])[N:26]([CH2:28][CH2:29][OH:30])[CH3:27])=[CH:24][C:19]=1[N:17]([CH3:18])[C:15]([C:13]1[S:12][C:11]2[C:5]3[CH:4]=[CH:3][C:2]([C:37]([NH:82][CH2:81][CH2:80][S:77]([CH3:76])(=[O:79])=[O:78])=[O:55])=[CH:33][C:6]=3[O:7][CH2:8][CH2:9][C:10]=2[CH:14]=1)=[O:16], predict the reactants needed to synthesize it. The reactants are: Br[C:2]1[CH:3]=[CH:4][C:5]2[C:11]3[S:12][C:13]([C:15]([N:17]([C:19]4[CH:24]=[C:23]([C:25](=[O:31])[N:26]([CH2:28][CH2:29][OH:30])[CH3:27])[CH:22]=[CH:21][C:20]=4[Cl:32])[CH3:18])=[O:16])=[CH:14][C:10]=3[CH2:9][CH2:8][O:7][C:6]=2[CH:33]=1.CC1(C)C2C(=C(P(C3C=CC=CC=3)C3C=CC=CC=3)C=CC=2)[O:55][C:37]2C(P(C3C=CC=CC=3)C3C=CC=CC=3)=CC=CC1=2.[CH3:76][S:77]([CH2:80][CH2:81][NH2:82])(=[O:79])=[O:78].Cl.C([O-])([O-])=O.[Na+].[Na+]. (4) Given the product [Cl:27][C:22]1[CH:23]=[CH:24][CH:25]=[CH:26][C:21]=1[C@H:19]([O:18][C:11]1[CH:10]=[C:9]([N:6]2[C:5]3[CH:28]=[CH:29][C:2]([C:38]4[CH:39]=[CH:40][C:41]([N:44]5[CH2:49][CH2:48][N:47]([C:50]([O:52][C:53]([CH3:56])([CH3:55])[CH3:54])=[O:51])[CH2:46][CH2:45]5)=[N:42][CH:43]=4)=[CH:3][C:4]=3[N:8]=[CH:7]2)[S:13][C:12]=1[C:14]([O:16][CH3:17])=[O:15])[CH3:20], predict the reactants needed to synthesize it. The reactants are: Br[C:2]1[CH:29]=[CH:28][C:5]2[N:6]([C:9]3[S:13][C:12]([C:14]([O:16][CH3:17])=[O:15])=[C:11]([O:18][C@@H:19]([C:21]4[CH:26]=[CH:25][CH:24]=[CH:23][C:22]=4[Cl:27])[CH3:20])[CH:10]=3)[CH:7]=[N:8][C:4]=2[CH:3]=1.CC1(C)C(C)(C)OB([C:38]2[CH:39]=[CH:40][C:41]([N:44]3[CH2:49][CH2:48][N:47]([C:50]([O:52][C:53]([CH3:56])([CH3:55])[CH3:54])=[O:51])[CH2:46][CH2:45]3)=[N:42][CH:43]=2)O1. (5) Given the product [Cl:8][C:7]1[CH:6]=[CH:5][C:4]([C:9]([F:12])([F:11])[F:10])=[CH:3][C:2]=1[NH:13][C:14]1[CH:15]=[C:16]2[C:20]3=[C:21]([CH2:23][S:24][CH2:25][CH2:26][N:19]3[C@H:18]3[CH2:27][CH2:28][NH:29][CH2:30][C@@H:17]23)[CH:22]=1, predict the reactants needed to synthesize it. The reactants are: Br[C:2]1[CH:3]=[C:4]([C:9]([F:12])([F:11])[F:10])[CH:5]=[CH:6][C:7]=1[Cl:8].[NH2:13][C:14]1[CH:15]=[C:16]2[C:20]3=[C:21]([CH2:23][S:24][CH2:25][CH2:26][N:19]3[C@H:18]3[CH2:27][CH2:28][N:29](C(OC(C)(C)C)=O)[CH2:30][C@@H:17]23)[CH:22]=1. (6) The reactants are: [CH3:1][O:2][C:3](=[O:21])[CH2:4][C:5]1[CH:6]=[C:7]([C:11]2[C:16]([O:17][CH3:18])=[CH:15][CH:14]=[CH:13][C:12]=2[CH:19]=O)[CH:8]=[CH:9][CH:10]=1.[NH2:22][CH2:23][CH2:24][N:25]1[CH2:30][CH2:29][O:28][CH2:27][CH2:26]1. Given the product [CH3:1][O:2][C:3](=[O:21])[CH2:4][C:5]1[CH:6]=[C:7]([C:11]2[C:16]([O:17][CH3:18])=[CH:15][CH:14]=[CH:13][C:12]=2[CH2:19][NH:22][CH2:23][CH2:24][N:25]2[CH2:30][CH2:29][O:28][CH2:27][CH2:26]2)[CH:8]=[CH:9][CH:10]=1, predict the reactants needed to synthesize it. (7) Given the product [F:1][C:2]1[CH:3]=[C:4]([CH2:8][CH2:9][CH2:10][CH2:11][C:12]([OH:14])=[O:13])[CH:5]=[CH:6][CH:7]=1, predict the reactants needed to synthesize it. The reactants are: [F:1][C:2]1[CH:3]=[C:4]([CH2:8][CH2:9][CH2:10][CH2:11][C:12]([O:14]CC)=[O:13])[CH:5]=[CH:6][CH:7]=1.[OH-].[Na+]. (8) The reactants are: [O:1]=[C:2]1[N:6]2[C:7]3[CH:14]=[CH:13][C:12]([N:15]4[CH2:20][CH2:19][O:18][CH2:17][C:16]4=[O:21])=[CH:11][C:8]=3[O:9][CH2:10][C@H:5]2[C@H:4]([CH2:22][N:23]2C(=O)C3C(=CC=CC=3)C2=O)[O:3]1.C(Cl)Cl.CO. Given the product [NH2:23][CH2:22][C@H:4]1[C@H:5]2[N:6]([C:7]3[CH:14]=[CH:13][C:12]([N:15]4[CH2:20][CH2:19][O:18][CH2:17][C:16]4=[O:21])=[CH:11][C:8]=3[O:9][CH2:10]2)[C:2](=[O:1])[O:3]1, predict the reactants needed to synthesize it.